From a dataset of Full USPTO retrosynthesis dataset with 1.9M reactions from patents (1976-2016). Predict the reactants needed to synthesize the given product. (1) Given the product [N:1]1[CH:2]=[CH:28][N:27]=[C:5]2[CH2:10][N:9]([CH2:11][CH2:12][CH2:13][CH2:14][O:15][C:16]3[CH:25]=[C:24]4[C:19]([CH2:20][CH2:21][C:22](=[O:26])[NH:23]4)=[CH:18][CH:17]=3)[CH2:8][CH2:7][C:6]=12, predict the reactants needed to synthesize it. The reactants are: [N:1]1[C:6]2[CH2:7][CH2:8][N:9]([CH2:11][CH2:12][CH2:13][CH2:14][O:15][C:16]3[CH:25]=[C:24]4[C:19]([CH2:20][CH2:21][C:22](=[O:26])[NH:23]4)=[CH:18][CH:17]=3)[CH2:10][C:5]=2C=N[CH:2]=1.[N:27]1C=CN=C2CNCC[C:28]=12. (2) Given the product [CH3:32][O:31][C:30](=[O:36])[NH:29][C@@H:21]([CH2:22][C:23]1[CH:28]=[CH:27][CH:26]=[CH:25][CH:24]=1)[C:20]([NH:19][C@H:8]([C:5]1[S:6][CH:7]=[C:3]([CH2:1][CH3:2])[N:4]=1)[CH2:9][C:10]1[CH:11]=[CH:12][C:13]([N+:16]([O-:18])=[O:17])=[CH:14][CH:15]=1)=[O:37], predict the reactants needed to synthesize it. The reactants are: [CH2:1]([C:3]1[N:4]=[C:5]([C@@H:8]([NH:19][C:20](=[O:37])[C@@H:21]([NH:29][C:30](=[O:36])[O:31][C:32](C)(C)C)[CH2:22][C:23]2[CH:28]=[CH:27][CH:26]=[CH:25][CH:24]=2)[CH2:9][C:10]2[CH:15]=[CH:14][C:13]([N+:16]([O-:18])=[O:17])=[CH:12][CH:11]=2)[S:6][CH:7]=1)[CH3:2].ClC(OC)=O.O. (3) Given the product [O:42]=[C:34]1[NH:35][C:36]2=[N:37][CH:38]=[CH:39][CH:40]=[C:41]2[C:33]21[CH2:32][C:29]1[CH:30]=[N:31][C:26]([NH:25][C:22](=[O:24])[CH2:21][N:3]3[C:4]4[C:9](=[CH:8][CH:7]=[CH:6][CH:5]=4)[C:10]4([CH2:15][CH2:14][N:13]([CH2:16][C:17]([F:18])([F:19])[F:20])[CH2:12][CH2:11]4)[C:2]3=[O:1])=[CH:27][C:28]=1[CH2:43]2, predict the reactants needed to synthesize it. The reactants are: [O:1]=[C:2]1[C:10]2([CH2:15][CH2:14][N:13]([CH2:16][C:17]([F:20])([F:19])[F:18])[CH2:12][CH2:11]2)[C:9]2[C:4](=[CH:5][CH:6]=[CH:7][CH:8]=2)[N:3]1[CH2:21][C:22]([OH:24])=O.[NH2:25][C:26]1[N:31]=[CH:30][C:29]2[CH2:32][C:33]3([CH2:43][C:28]=2[CH:27]=1)[C:41]1[C:36](=[N:37][CH:38]=[CH:39][CH:40]=1)[NH:35][C:34]3=[O:42].C1CN(C(Cl)=[N+]2CCCC2)CC1.F[P-](F)(F)(F)(F)F.C(N(CC)C(C)C)(C)C.